Dataset: Catalyst prediction with 721,799 reactions and 888 catalyst types from USPTO. Task: Predict which catalyst facilitates the given reaction. (1) Reactant: [Br:1][C:2]1[CH:3]=[CH:4][C:5]([F:21])=[C:6]([C@:8]2([CH3:20])[C:14]([F:16])([F:15])[C:13]([CH3:18])([CH3:17])[O:12][CH2:11][C:10](=S)[NH:9]2)[CH:7]=1.[NH3:22].C(OO)(C)(C)C. The catalyst class is: 5. Product: [Br:1][C:2]1[CH:3]=[CH:4][C:5]([F:21])=[C:6]([C@:8]2([CH3:20])[C:14]([F:16])([F:15])[C:13]([CH3:18])([CH3:17])[O:12][CH2:11][C:10]([NH2:22])=[N:9]2)[CH:7]=1. (2) Reactant: C([O:4][CH2:5][C:6]([CH3:53])([CH3:52])[CH2:7][N:8]1[C:14]2[CH:15]=[CH:16][C:17]([Cl:19])=[CH:18][C:13]=2[C@@H:12]([C:20]2[CH:25]=[CH:24][CH:23]=[C:22]([O:26][CH3:27])[C:21]=2[O:28][CH3:29])[O:11][C@H:10]([CH2:30][C:31]([NH:33][C:34]2[CH:35]=[C:36]([CH2:42][CH2:43][CH2:44][CH2:45][C:46]([O:48]CC)=[O:47])[CH:37]=[CH:38][C:39]=2[O:40][CH3:41])=[O:32])[C:9]1=[O:51])(=O)C.[OH-].[Na+].C(O)C. Product: [Cl:19][C:17]1[CH:16]=[CH:15][C:14]2[N:8]([CH2:7][C:6]([CH3:52])([CH3:53])[CH2:5][OH:4])[C:9](=[O:51])[C@@H:10]([CH2:30][C:31]([NH:33][C:34]3[CH:35]=[C:36]([CH2:42][CH2:43][CH2:44][CH2:45][C:46]([OH:48])=[O:47])[CH:37]=[CH:38][C:39]=3[O:40][CH3:41])=[O:32])[O:11][C@H:12]([C:20]3[CH:25]=[CH:24][CH:23]=[C:22]([O:26][CH3:27])[C:21]=3[O:28][CH3:29])[C:13]=2[CH:18]=1. The catalyst class is: 6. (3) Reactant: [O:1]1[CH2:6][CH2:5][CH2:4][CH2:3][CH:2]1[O:7][CH:8]1[CH2:12][CH2:11][N:10](C(OCC2C=CC=CC=2)=O)[CH2:9]1. Product: [O:1]1[CH2:6][CH2:5][CH2:4][CH2:3][CH:2]1[O:7][CH:8]1[CH2:12][CH2:11][NH:10][CH2:9]1. The catalyst class is: 43. (4) Reactant: Br[CH2:2][C:3]1[CH:12]=[CH:11][C:6]([C:7]([O:9][CH3:10])=[O:8])=[CH:5][CH:4]=1.[CH3:13][NH:14][CH3:15].O. Product: [CH3:13][N:14]([CH2:2][C:3]1[CH:12]=[CH:11][C:6]([C:7]([O:9][CH3:10])=[O:8])=[CH:5][CH:4]=1)[CH3:15]. The catalyst class is: 9. (5) Product: [C:14]([N:6]1[C:7]2[C:12](=[CH:11][CH:10]=[CH:9][CH:8]=2)[CH2:13][CH:5]1[CH2:1][CH2:4][CH2:23][CH3:24])(=[O:16])[CH3:15]. The catalyst class is: 277. Reactant: [C:1]([CH:5]1[CH2:13][C:12]2[C:7](=[CH:8][CH:9]=[CH:10][CH:11]=2)[NH:6]1)([CH3:4])(C)C.[C:14](OC(=O)C)(=[O:16])[CH3:15].O.N1C=CC=[CH:24][CH:23]=1. (6) Reactant: C(O)(=O)C.Cl.[O:6]1[CH2:10][CH2:9][CH:8]([NH:11][NH2:12])[CH2:7]1.[CH:13](=O)[C:14]([CH3:16])=[O:15].[Na+].[Cl-]. Product: [O:6]1[CH2:10][CH2:9][CH:8]([NH:11][N:12]=[CH:13][C:14](=[O:15])[CH3:16])[CH2:7]1. The catalyst class is: 6.